The task is: Predict the reactants needed to synthesize the given product.. This data is from Retrosynthesis with 50K atom-mapped reactions and 10 reaction types from USPTO. (1) The reactants are: CN[C@@H](C)COc1cccc2ncnc(Nc3ccc(O)c(Cl)c3)c12.COCC(=O)O. Given the product COCC(=O)N(C)[C@@H](C)COc1cccc2ncnc(Nc3ccc(O)c(Cl)c3)c12, predict the reactants needed to synthesize it. (2) Given the product CC(C)N(CCCN)S(=O)(=O)c1ccccc1[N+](=O)[O-], predict the reactants needed to synthesize it. The reactants are: CC(C)N(CCCN1C(=O)c2ccccc2C1=O)S(=O)(=O)c1ccccc1[N+](=O)[O-]. (3) Given the product Cc1c(N2CCN(C(=O)C(F)(F)F)CC2)cc(C(=O)N=[N+]=[N-])cc1N(CCN1CCCC1)C(=O)C(F)(F)F, predict the reactants needed to synthesize it. The reactants are: Cc1c(N2CCN(C(=O)C(F)(F)F)CC2)cc(C(=O)F)cc1N(CCN1CCCC1)C(=O)C(F)(F)F.[N-]=[N+]=[N-]. (4) Given the product Cc1cccc(CN2N(C3C4CC5CC(C4)CC3C5)C(=O)C2(C)C)c1, predict the reactants needed to synthesize it. The reactants are: CC1(C)NN(C2C3CC4CC(C3)CC2C4)C1=O.Cc1cccc(CBr)c1.